This data is from Full USPTO retrosynthesis dataset with 1.9M reactions from patents (1976-2016). The task is: Predict the reactants needed to synthesize the given product. (1) Given the product [O-:15][S:13]([C:16]([F:19])([F:18])[F:17])(=[O:14])=[O:12].[F:17][N+:7]1[C:2]([Cl:1])=[C:3]([Cl:11])[C:4]([Cl:10])=[C:5]([Cl:9])[C:6]=1[Cl:8], predict the reactants needed to synthesize it. The reactants are: [Cl:1][C:2]1[N:7]=[C:6]([Cl:8])[C:5]([Cl:9])=[C:4]([Cl:10])[C:3]=1[Cl:11].[OH:12][S:13]([C:16]([F:19])([F:18])[F:17])(=[O:15])=[O:14].N#N. (2) Given the product [CH3:14][O:15][C:16]1[CH:17]=[C:18]2[C:22](=[CH:23][CH:24]=1)[NH:21][C:20]([C:25]([NH:1][C@H:2]1[CH2:6][CH2:5][NH:4][CH2:3]1)=[O:26])=[CH:19]2, predict the reactants needed to synthesize it. The reactants are: [NH2:1][C@H:2]1[CH2:6][CH2:5][N:4](C(OC(C)(C)C)=O)[CH2:3]1.[CH3:14][O:15][C:16]1[CH:17]=[C:18]2[C:22](=[CH:23][CH:24]=1)[NH:21][C:20]([C:25](O)=[O:26])=[CH:19]2.N. (3) Given the product [S:1]1[CH:5]=[CH:4][C:3]([C@@H:6]2[O:7][CH:11]=[N:10][C@H:12]2[C:13]([N:15]2[CH2:16][CH2:17][O:18][CH2:19][CH2:20]2)=[O:14])=[CH:2]1, predict the reactants needed to synthesize it. The reactants are: [S:1]1[CH:5]=[CH:4][C:3]([CH:6]=[O:7])=[CH:2]1.[OH-].[K+].[N+:10]([CH2:12][C:13]([N:15]1[CH2:20][CH2:19][O:18][CH2:17][CH2:16]1)=[O:14])#[C-:11]. (4) Given the product [Cl:1][C:2]1[CH:7]=[C:6]([CH:5]=[CH:4][C:3]=1[NH:13][C:14]1[N:15]=[C:16]([O:49][CH3:50])[C:17]2[C:22]([C:23]3[CH:28]=[CH:27][C:26]([NH2:29])=[C:25]([NH2:37])[CH:24]=3)=[CH:21][N:20]([CH2:41][O:42][CH2:43][CH2:44][Si:45]([CH3:46])([CH3:48])[CH3:47])[C:18]=2[N:19]=1)[C:8]([N:9]([CH3:11])[CH3:10])=[O:12], predict the reactants needed to synthesize it. The reactants are: [Cl:1][C:2]1[CH:7]=[C:6]([C:8](=[O:12])[N:9]([CH3:11])[CH3:10])[CH:5]=[CH:4][C:3]=1[NH:13][C:14]1[N:15]=[C:16]([O:49][CH3:50])[C:17]2[C:22]([C:23]3[CH:28]=[CH:27][C:26]([NH:29]C(=O)OC(C)(C)C)=[C:25]([NH:37]C(=O)[O-])[CH:24]=3)=[CH:21][N:20]([CH2:41][O:42][CH2:43][CH2:44][Si:45]([CH3:48])([CH3:47])[CH3:46])[C:18]=2[N:19]=1.Cl.N. (5) Given the product [CH:1]1[C:11]2=[C:12]3[C:7](=[CH:8][CH:9]=[CH:10]2)[CH2:6][CH2:5][CH2:4][N:3]3[CH:2]=1, predict the reactants needed to synthesize it. The reactants are: [C:1]1(C(O)=O)[C:11]2=[C:12]3[C:7](=[CH:8][CH:9]=[CH:10]2)[CH2:6][CH2:5][CH2:4][N:3]3[CH:2]=1.N1C2C(=CC=CC=2)C=CC=1. (6) The reactants are: [NH2:1][C:2]1[CH:7]=[CH:6][CH:5]=[CH:4][N:3]=1.Cl[CH:9]([C:15](=O)[CH3:16])[C:10]([O:12][CH2:13][CH3:14])=[O:11]. Given the product [CH3:16][C:15]1[N:1]=[C:2]2[CH:7]=[CH:6][CH:5]=[CH:4][N:3]2[C:9]=1[C:10]([O:12][CH2:13][CH3:14])=[O:11], predict the reactants needed to synthesize it.